This data is from Reaction yield outcomes from USPTO patents with 853,638 reactions. The task is: Predict the reaction yield, written as a fraction of the theoretical maximum amount of product (1.0 means a 100% yield; for example, 0.34 means a 34% yield). The reactants are C([O:4][C:5]1[C:6]([CH3:23])=[C:7]2[C:14]([NH2:15])=[C:13]([C:16]([O:18][C:19]([CH3:22])([CH3:21])[CH3:20])=[O:17])[S:12][C:8]2=[N:9][C:10]=1[CH3:11])(=O)C.[Li+].[OH-]. The catalyst is CO. The product is [NH2:15][C:14]1[C:7]2[C:8](=[N:9][C:10]([CH3:11])=[C:5]([OH:4])[C:6]=2[CH3:23])[S:12][C:13]=1[C:16]([O:18][C:19]([CH3:22])([CH3:21])[CH3:20])=[O:17]. The yield is 0.710.